From a dataset of Forward reaction prediction with 1.9M reactions from USPTO patents (1976-2016). Predict the product of the given reaction. (1) Given the reactants NC1C=CC=C(OC)C=1O.CCOC([S-])=S.[K+].[CH3:18][O:19][C:20]1[C:28]2[O:27][C:26](S)=[N:25][C:24]=2[CH:23]=[CH:22][CH:21]=1.S(Cl)([Cl:32])=O, predict the reaction product. The product is: [Cl:32][C:26]1[O:27][C:28]2[C:20]([O:19][CH3:18])=[CH:21][CH:22]=[CH:23][C:24]=2[N:25]=1. (2) Given the reactants [C:1]([O:5][C:6]1[CH:7]=[C:8]([CH:12]=[CH:13][CH:14]=1)[C:9]([OH:11])=O)([CH3:4])([CH3:3])[CH3:2].[CH3:15][S:16][C:17]1[N:22]=[C:21]([O:23][C:24]2[C:33]3[C:28](=[CH:29][CH:30]=[CH:31][CH:32]=3)[C:27]([NH2:34])=[CH:26][CH:25]=2)[CH:20]=[CH:19][N:18]=1, predict the reaction product. The product is: [C:1]([O:5][C:6]1[CH:7]=[C:8]([CH:12]=[CH:13][CH:14]=1)[C:9]([NH:34][C:27]1[C:28]2[C:33](=[CH:32][CH:31]=[CH:30][CH:29]=2)[C:24]([O:23][C:21]2[CH:20]=[CH:19][N:18]=[C:17]([S:16][CH3:15])[N:22]=2)=[CH:25][CH:26]=1)=[O:11])([CH3:2])([CH3:3])[CH3:4]. (3) Given the reactants [Br:1][C:2]1[CH:3]=[C:4](I)[C:5]([O:8][CH2:9][CH3:10])=[N:6][CH:7]=1.[CH3:12][C@@H:13]1[CH2:18][O:17][CH2:16][CH2:15][NH:14]1, predict the reaction product. The product is: [Br:1][C:2]1[CH:3]=[C:4]([N:14]2[CH2:15][CH2:16][O:17][CH2:18][C@H:13]2[CH3:12])[C:5]([O:8][CH2:9][CH3:10])=[N:6][CH:7]=1. (4) Given the reactants [Br:1][C:2]1[CH:3]=[C:4]2[C:8](=[C:9]([CH:11]=O)[CH:10]=1)[N:7]([CH2:13][CH2:14][CH2:15][CH2:16][C:17]([O:19][CH2:20][CH3:21])=[O:18])[CH2:6][CH2:5]2.[O-]CC.[Na+].Cl, predict the reaction product. The product is: [Br:1][C:2]1[CH:3]=[C:4]2[C:8]3=[C:9]([CH:11]=[C:16]([C:17]([O:19][CH2:20][CH3:21])=[O:18])[CH2:15][CH2:14][CH2:13][N:7]3[CH2:6][CH2:5]2)[CH:10]=1. (5) Given the reactants [C:1]([N:4]1[C:13]2[C:8](=[CH:9][CH:10]=[CH:11][CH:12]=2)[C:7](=O)[CH2:6][CH:5]1[CH3:15])(=[O:3])[CH3:2].[CH:16]([O:19][C:20]1[CH:26]=[CH:25][C:23]([NH2:24])=[CH:22][CH:21]=1)([CH3:18])[CH3:17].[ClH:27], predict the reaction product. The product is: [C:1]([N:4]1[C:13]2[C:8](=[CH:9][CH:10]=[CH:11][CH:12]=2)[C@H:7]([NH:24][C:23]2[CH:22]=[CH:21][C:20]([O:19][CH:16]([CH3:18])[CH3:17])=[CH:26][CH:25]=2)[CH2:6][C@@H:5]1[CH3:15])(=[O:3])[CH3:2].[ClH:27]. (6) The product is: [ClH:38].[S:17]1[CH:21]=[CH:20][CH:19]=[C:18]1[C:2]1[CH:3]=[N:4][C:5]([N:8]2[CH:14]3[CH2:15][CH2:16][N:11]([CH2:12][CH2:13]3)[CH2:10][CH2:9]2)=[N:6][CH:7]=1. Given the reactants Br[C:2]1[CH:3]=[N:4][C:5]([N:8]2[CH:14]3[CH2:15][CH2:16][N:11]([CH2:12][CH2:13]3)[CH2:10][CH2:9]2)=[N:6][CH:7]=1.[S:17]1[CH:21]=[CH:20][CH:19]=[C:18]1B(O)O.C(=O)([O-])[O-].[K+].[K+].C(O)CCO.[OH-].[Na+].[ClH:38], predict the reaction product. (7) Given the reactants Cl[C:2]1[O:3][C:4]([CH2:14][CH2:15][CH2:16][O:17][C:18]2[CH:23]=[CH:22][CH:21]=[CH:20][C:19]=2[CH3:24])=[C:5]([C:7]2[CH:12]=[CH:11][C:10]([Cl:13])=[CH:9][CH:8]=2)[N:6]=1.[NH:25]1[CH:29]=[CH:28][N:27]=[CH:26]1.C(=O)([O-])[O-].[K+].[K+].CN(C)C=O, predict the reaction product. The product is: [Cl:13][C:10]1[CH:11]=[CH:12][C:7]([C:5]2[N:6]=[C:2]([N:25]3[CH:29]=[CH:28][N:27]=[CH:26]3)[O:3][C:4]=2[CH2:14][CH2:15][CH2:16][O:17][C:18]2[CH:23]=[CH:22][CH:21]=[CH:20][C:19]=2[CH3:24])=[CH:8][CH:9]=1.